Dataset: Reaction yield outcomes from USPTO patents with 853,638 reactions. Task: Predict the reaction yield, written as a fraction of the theoretical maximum amount of product (1.0 means a 100% yield; for example, 0.34 means a 34% yield). (1) The reactants are [Cl:1][C:2]1[N:11]=[C:10](Cl)[C:9]2[C:4](=[CH:5][CH:6]=[C:7]([N:13]3[CH2:18][CH2:17][CH2:16][CH2:15][CH2:14]3)[CH:8]=2)[N:3]=1.[CH:19]1([C:22]2[CH:23]=[C:24]([NH2:27])[NH:25][N:26]=2)[CH2:21][CH2:20]1. The catalyst is C(O)C. The product is [Cl:1][C:2]1[N:11]=[C:10]([NH:27][C:24]2[NH:25][N:26]=[C:22]([CH:19]3[CH2:21][CH2:20]3)[CH:23]=2)[C:9]2[C:4](=[CH:5][CH:6]=[C:7]([N:13]3[CH2:18][CH2:17][CH2:16][CH2:15][CH2:14]3)[CH:8]=2)[N:3]=1. The yield is 0.610. (2) The reactants are [C:1]([C@H:4]([N:9]([CH2:20][C:21]([OH:23])=O)[S:10]([C:13]1[CH:18]=[CH:17][C:16]([Cl:19])=[CH:15][CH:14]=1)(=[O:12])=[O:11])[CH2:5][CH:6]([CH3:8])[CH3:7])(=[O:3])[NH2:2].[CH:24]1([NH2:27])[CH2:26][CH2:25]1.ON1C2C=CC=CC=2N=N1.C1(N=C=NC2CCCCC2)CCCCC1. The catalyst is C(Cl)Cl.CCOC(C)=O.O. The product is [Cl:19][C:16]1[CH:17]=[CH:18][C:13]([S:10]([N:9]([C@H:4]([CH2:5][CH:6]([CH3:7])[CH3:8])[C:1]([NH2:2])=[O:3])[CH2:20][C:21](=[O:23])[NH:27][CH:24]2[CH2:26][CH2:25]2)(=[O:11])=[O:12])=[CH:14][CH:15]=1. The yield is 0.290. (3) The reactants are Cl[C:2]1[CH:11]=[C:10]([Cl:12])[C:9]2[C:4](=[CH:5][C:6]([O:13][CH3:14])=[CH:7][CH:8]=2)[N:3]=1.[NH:15]1[CH2:20][CH2:19][O:18][CH2:17][CH2:16]1.CCN(C(C)C)C(C)C. The catalyst is O1CCOCC1.O. The product is [Cl:12][C:10]1[C:9]2[C:4](=[CH:5][C:6]([O:13][CH3:14])=[CH:7][CH:8]=2)[N:3]=[C:2]([N:15]2[CH2:20][CH2:19][O:18][CH2:17][CH2:16]2)[CH:11]=1. The yield is 0.491. (4) The reactants are [NH2:1][C:2]1[S:3][C@:4]2([C:21]([NH2:23])=[O:22])[C@H:6]([C@:7]([C:10]3[CH:15]=[C:14]([N+:16]([O-])=O)[CH:13]=[C:12]([F:19])[C:11]=3[F:20])([CH3:9])[N:8]=1)[CH2:5]2. The catalyst is CC(O)=O.C(O)(C(F)(F)F)=O.[Zn]. The product is [NH2:1][C:2]1[S:3][C@:4]2([C:21]([NH2:23])=[O:22])[C@H:6]([C@:7]([C:10]3[CH:15]=[C:14]([NH2:16])[CH:13]=[C:12]([F:19])[C:11]=3[F:20])([CH3:9])[N:8]=1)[CH2:5]2. The yield is 1.15. (5) The reactants are [Cl:1][C@H:2]1[C@@H:7]([NH:8][C:9]([C:11]2[NH:12][C:13]([CH2:17][CH3:18])=[C:14]([Cl:16])[N:15]=2)=[O:10])[CH2:6][CH2:5][N:4]([C:19](OC(C)(C)C)=O)[CH2:3]1.Cl.O1CCOCC1.BrC1[S:35][C:36]([C:40]([O:42][CH2:43][CH3:44])=[O:41])=[C:37]([CH3:39])[N:38]=1.C(=O)([O-])[O-].[Na+].[Na+]. No catalyst specified. The product is [Cl:1][C@H:2]1[C@@H:7]([NH:8][C:9]([C:11]2[NH:12][C:13]([CH2:17][CH3:18])=[C:14]([Cl:16])[N:15]=2)=[O:10])[CH2:6][CH2:5][N:4]([C:19]2[S:35][C:36]([C:40]([O:42][CH2:43][CH3:44])=[O:41])=[C:37]([CH3:39])[N:38]=2)[CH2:3]1. The yield is 0.400. (6) The reactants are [C:1]([O:4][C:5]1[CH:29]=[CH:28][C:8]([C:9]([NH:11][C:12]2[CH:13]=[C:14]([C:24]([O:26][CH3:27])=[O:25])[S:15][C:16]=2[NH:17][CH:18]2[CH2:23][CH2:22][CH2:21][CH2:20][CH2:19]2)=O)=[CH:7][CH:6]=1)(=[O:3])[CH3:2].COC1C=CC(P2(SP(C3C=CC(OC)=CC=3)(=S)S2)=[S:39])=CC=1.C(=O)([O-])O.[Na+]. The catalyst is O1CCCC1. The product is [C:1]([O:4][C:5]1[CH:29]=[CH:28][C:8]([C:9]([NH:11][C:12]2[CH:13]=[C:14]([C:24]([O:26][CH3:27])=[O:25])[S:15][C:16]=2[NH:17][CH:18]2[CH2:23][CH2:22][CH2:21][CH2:20][CH2:19]2)=[S:39])=[CH:7][CH:6]=1)(=[O:3])[CH3:2]. The yield is 0.820.